From a dataset of Reaction yield outcomes from USPTO patents with 853,638 reactions. Predict the reaction yield, written as a fraction of the theoretical maximum amount of product (1.0 means a 100% yield; for example, 0.34 means a 34% yield). (1) The reactants are [CH3:1][O:2][C:3](=[O:14])[CH2:4][C:5]1[CH:10]=[CH:9][C:8]([N+:11]([O-])=O)=[CH:7][CH:6]=1.[H][H]. The catalyst is CO.CCOC(C)=O.[Pd]. The product is [CH3:1][O:2][C:3](=[O:14])[CH2:4][C:5]1[CH:10]=[CH:9][C:8]([NH2:11])=[CH:7][CH:6]=1. The yield is 0.987. (2) The catalyst is CC(O)C.CC([O-])=O.CC([O-])=O.[Pd+2]. The yield is 0.650. The product is [CH3:6][CH2:7][CH2:2][CH2:3][CH2:10][CH2:11][CH2:12][CH2:13][CH3:14]. The reactants are F[C:2]1[C:7](F)=[C:6](I)C=C[C:3]=1[C:10]1C=[CH:14][C:13](C2C=CC(CCC)=CC=2)=[CH:12][C:11]=1F.OCC(C)(CO)C.CC(C)=O. (3) The reactants are [CH3:1][C:2]1[CH:3]=[CH:4][C:5]([N+:25]([O-])=O)=[C:6]([NH:8][CH:9]2[CH2:14][CH2:13][N:12]([C@H:15]3[CH2:20][CH2:19][C@@H:18]([O:21][CH2:22][CH2:23][CH3:24])[CH2:17][CH2:16]3)[CH2:11][CH2:10]2)[CH:7]=1.O.NN. The catalyst is C(O)C.[Ni]. The product is [NH2:25][C:5]1[CH:4]=[CH:3][C:2]([CH3:1])=[CH:7][C:6]=1[NH:8][CH:9]1[CH2:10][CH2:11][N:12]([C@H:15]2[CH2:20][CH2:19][C@@H:18]([O:21][CH2:22][CH2:23][CH3:24])[CH2:17][CH2:16]2)[CH2:13][CH2:14]1. The yield is 0.980. (4) The yield is 0.870. The reactants are [CH2:1]([C:3]1([S:6]([NH:9]C(=O)OC(C)(C)C)(=[O:8])=[O:7])[CH2:5][CH2:4]1)[CH3:2].Cl. The product is [CH2:1]([C:3]1([S:6]([NH2:9])(=[O:8])=[O:7])[CH2:5][CH2:4]1)[CH3:2]. The catalyst is O1CCOCC1. (5) The yield is 0.0200. The product is [N:13]1([C:2]2[CH:3]=[CH:4][C:5]([N+:10]([O-:12])=[O:11])=[C:6]([CH2:7][OH:8])[CH:9]=2)[CH2:18][CH2:17][O:16][CH2:15][CH2:14]1. The reactants are Cl[C:2]1[CH:3]=[CH:4][C:5]([N+:10]([O-:12])=[O:11])=[C:6]([CH:9]=1)[CH2:7][OH:8].[NH:13]1[CH2:18][CH2:17][O:16][CH2:15][CH2:14]1.C([O-])([O-])=O.[K+].[K+]. The catalyst is CN(C=O)C. (6) The reactants are [NH2:1][C:2]1[C:3]([OH:12])=[C:4]([CH:9]=[CH:10][CH:11]=1)[C:5]([O:7][CH3:8])=[O:6].N1C=CC=CC=1.[N:19]1[CH:24]=[CH:23][CH:22]=[CH:21][C:20]=1[C:25]1[CH:33]=[CH:32][C:28]([C:29](Cl)=[O:30])=[CH:27][CH:26]=1. The catalyst is C1(C)C=CC=CC=1. The product is [OH:12][C:3]1[C:2]([NH:1][C:29](=[O:30])[C:28]2[CH:32]=[CH:33][C:25]([C:20]3[CH:21]=[CH:22][CH:23]=[CH:24][N:19]=3)=[CH:26][CH:27]=2)=[CH:11][CH:10]=[CH:9][C:4]=1[C:5]([O:7][CH3:8])=[O:6]. The yield is 0.760. (7) The reactants are Cl[C:2]1[C:11]2[C:6](=[CH:7][C:8]([O:14][CH2:15][CH2:16][CH2:17][N:18]3[CH2:22][CH2:21][CH2:20][CH2:19]3)=[C:9]([O:12][CH3:13])[CH:10]=2)[N:5]=[CH:4][N:3]=1.[F:23][C:24]1[CH:32]=[C:31]2[C:27]([CH:28]=[C:29]([CH3:33])[NH:30]2)=[CH:26][C:25]=1[OH:34].C(=O)([O-])[O-].[K+].[K+]. The catalyst is CN(C=O)C. The product is [F:23][C:24]1[CH:32]=[C:31]2[C:27]([CH:28]=[C:29]([CH3:33])[NH:30]2)=[CH:26][C:25]=1[O:34][C:2]1[C:11]2[C:6](=[CH:7][C:8]([O:14][CH2:15][CH2:16][CH2:17][N:18]3[CH2:22][CH2:21][CH2:20][CH2:19]3)=[C:9]([O:12][CH3:13])[CH:10]=2)[N:5]=[CH:4][N:3]=1. The yield is 0.570. (8) The reactants are [OH:1][C:2]1[CH:9]=[CH:8][C:5]([CH:6]=[O:7])=[CH:4][CH:3]=1.C(=O)([O-])[O-].[K+].[K+].[Br:16][CH2:17][CH2:18]Br. The catalyst is C(O)C. The product is [Br:16][CH2:17][CH2:18][O:1][C:2]1[CH:9]=[CH:8][C:5]([CH:6]=[O:7])=[CH:4][CH:3]=1. The yield is 0.880.